Dataset: Catalyst prediction with 721,799 reactions and 888 catalyst types from USPTO. Task: Predict which catalyst facilitates the given reaction. (1) Reactant: [Cl:1][C:2]1[CH:11]=[CH:10][CH:9]=[C:8]2[C:3]=1[N:4]=[C:5]([C:21]([OH:23])=O)[C:6](=[O:20])[N:7]2[C:12]1[CH:17]=[CH:16][C:15]([O:18][CH3:19])=[CH:14][CH:13]=1.C(Cl)(=O)C([Cl:27])=O. Product: [Cl:1][C:2]1[CH:11]=[CH:10][CH:9]=[C:8]2[C:3]=1[N:4]=[C:5]([C:21]([Cl:27])=[O:23])[C:6](=[O:20])[N:7]2[C:12]1[CH:17]=[CH:16][C:15]([O:18][CH3:19])=[CH:14][CH:13]=1. The catalyst class is: 306. (2) Reactant: [CH:1](=O)[C:2]1[C:3]([O:8][CH3:9])=[CH:4][CH:5]=[CH:6][CH:7]=1.C[O-].[K+].[CH2:14]([N:21]1[CH2:26][CH2:25][CH:24]([CH:27]=[O:28])[CH2:23][CH2:22]1)[C:15]1[CH:20]=[CH:19][CH:18]=[CH:17][CH:16]=1.O. Product: [CH2:14]([N:21]1[CH2:26][CH2:25][CH:24]([C:27](=[O:28])[CH2:1][C:2]2[CH:7]=[CH:6][CH:5]=[CH:4][C:3]=2[O:8][CH3:9])[CH2:23][CH2:22]1)[C:15]1[CH:20]=[CH:19][CH:18]=[CH:17][CH:16]=1. The catalyst class is: 125. (3) Reactant: Br[C:2]1[CH:3]=[N:4][C:5]([Cl:8])=[N:6][CH:7]=1.[CH3:9][C:10]([CH3:12])=[O:11].CCCCCC.C([Li])CCC.C(=O)(O)[O-].[Na+]. Product: [Cl:8][C:5]1[N:4]=[CH:3][C:2]([C:10]([OH:11])([CH3:12])[CH3:9])=[CH:7][N:6]=1. The catalyst class is: 469.